This data is from Forward reaction prediction with 1.9M reactions from USPTO patents (1976-2016). The task is: Predict the product of the given reaction. (1) Given the reactants [CH3:1][C:2]([CH3:5])([O-:4])[CH3:3].[K+].[Cl:7][C:8]([Cl:12])([Cl:11])[C:9]#[N:10], predict the reaction product. The product is: [Cl:7][C:8]([Cl:12])([Cl:11])[C:9](=[NH:10])[O:4][C:2]([CH3:5])([CH3:3])[CH3:1]. (2) Given the reactants [Cl:1][C:2]1[N:3]=[C:4]([N:13]2[CH2:18][CH2:17][O:16][CH2:15][CH2:14]2)[C:5]2[S:10][C:9]([CH:11]=O)=[CH:8][C:6]=2[N:7]=1.[F:19][C:20]([F:31])([F:30])[S:21]([N:24]1[CH2:29][CH2:28][NH:27][CH2:26][CH2:25]1)(=[O:23])=[O:22], predict the reaction product. The product is: [Cl:1][C:2]1[N:3]=[C:4]([N:13]2[CH2:18][CH2:17][O:16][CH2:15][CH2:14]2)[C:5]2[S:10][C:9]([CH2:11][N:27]3[CH2:26][CH2:25][N:24]([S:21]([C:20]([F:30])([F:31])[F:19])(=[O:22])=[O:23])[CH2:29][CH2:28]3)=[CH:8][C:6]=2[N:7]=1. (3) Given the reactants [F:1][C:2]1[C:35]([F:36])=[CH:34][CH:33]=[CH:32][C:3]=1[O:4][C:5]1[C:19]([O:20][C:21]2[CH:22]=[N:23][C:24]([S:27]([CH2:30][CH3:31])(=[O:29])=[O:28])=[CH:25][CH:26]=2)=[CH:18][C:8]2[NH:9][C:10]([C:12]3[CH:17]=[CH:16]C=C[N:13]=3)=[N:11][C:7]=2[CH:6]=1.[CH3:37][N:38]1C=CC(C(O)=O)=N1, predict the reaction product. The product is: [F:1][C:2]1[C:35]([F:36])=[CH:34][CH:33]=[CH:32][C:3]=1[O:4][C:5]1[C:19]([O:20][C:21]2[CH:22]=[N:23][C:24]([S:27]([CH2:30][CH3:31])(=[O:29])=[O:28])=[CH:25][CH:26]=2)=[CH:18][C:8]2[NH:9][C:10]([C:12]3[CH:17]=[CH:16][N:38]([CH3:37])[N:13]=3)=[N:11][C:7]=2[CH:6]=1. (4) Given the reactants [CH3:1][C:2]1([C:7]2[O:11][C:10]([CH2:12][N:13]3[CH:17]=[C:16]([NH2:18])[CH:15]=[N:14]3)=[CH:9][CH:8]=2)[O:6]CCO1.[CH3:19][N:20]([CH3:35])[C:21]1[CH:22]=[C:23]([C:27]2[O:31][CH:30]=[N:29][C:28]=2[C:32](O)=[O:33])[CH:24]=[CH:25][CH:26]=1, predict the reaction product. The product is: [C:2]([C:7]1[O:11][C:10]([CH2:12][N:13]2[CH:17]=[C:16]([NH:18][C:32]([C:28]3[N:29]=[CH:30][O:31][C:27]=3[C:23]3[CH:24]=[CH:25][CH:26]=[C:21]([N:20]([CH3:35])[CH3:19])[CH:22]=3)=[O:33])[CH:15]=[N:14]2)=[CH:9][CH:8]=1)(=[O:6])[CH3:1]. (5) Given the reactants [C:1]([O:5][C:6](=[O:23])[NH:7][CH:8]([C:15]1[CH:20]=[CH:19][C:18]([Cl:21])=[C:17]([Cl:22])[CH:16]=1)[C:9](=[O:14])N(OC)C)([CH3:4])([CH3:3])[CH3:2].Br[C:25]1[C:26]([CH3:38])=[CH:27][C:28]([O:31][CH:32]2[CH2:37][CH2:36][O:35][CH2:34][CH2:33]2)=[N:29][CH:30]=1, predict the reaction product. The product is: [C:1]([O:5][C:6](=[O:23])[NH:7][CH:8]([C:15]1[CH:20]=[CH:19][C:18]([Cl:21])=[C:17]([Cl:22])[CH:16]=1)[C:9]([C:25]1[CH:30]=[N:29][C:28]([O:31][CH:32]2[CH2:33][CH2:34][O:35][CH2:36][CH2:37]2)=[CH:27][C:26]=1[CH3:38])=[O:14])([CH3:2])([CH3:3])[CH3:4].